This data is from Full USPTO retrosynthesis dataset with 1.9M reactions from patents (1976-2016). The task is: Predict the reactants needed to synthesize the given product. (1) Given the product [P:1]([S:41][C:40]1[N:36]([CH2:35][C@@:25]2([C:27]3[CH:32]=[CH:31][C:30]([F:33])=[CH:29][C:28]=3[F:34])[C@@H:24]([C:19]3[CH:20]=[CH:21][CH:22]=[CH:23][C:18]=3[Cl:17])[O:26]2)[N:37]=[CH:38][N:39]=1)(=[S:2])([O:6][CH2:7][CH3:8])[O:3][CH2:4][CH3:5], predict the reactants needed to synthesize it. The reactants are: [P:1](Cl)([O:6][CH2:7][CH3:8])([O:3][CH2:4][CH3:5])=[S:2].C(N(CC)CC)C.[Cl:17][C:18]1[CH:23]=[CH:22][CH:21]=[CH:20][C:19]=1[C@H:24]1[O:26][C@:25]1([CH2:35][N:36]1[C:40](=[S:41])[NH:39][CH:38]=[N:37]1)[C:27]1[CH:32]=[CH:31][C:30]([F:33])=[CH:29][C:28]=1[F:34].[Cl-].[Na+]. (2) Given the product [NH2:1][C:2]1[C:7]([C:8]2[CH:9]=[C:10]([NH:14][C:15](=[O:24])[C:16]3[CH:21]=[CH:20][CH:19]=[C:18]([OH:22])[CH:17]=3)[CH:11]=[N:12][CH:13]=2)=[C:6]([NH:25][C@H:26]([C:28]2[N:33]([C:34]3[CH:39]=[CH:38][CH:37]=[CH:36][CH:35]=3)[C:32](=[O:40])[C:31]3=[C:41]([CH3:44])[CH:42]=[CH:43][N:30]3[N:29]=2)[CH3:27])[N:5]=[CH:4][N:3]=1, predict the reactants needed to synthesize it. The reactants are: [NH2:1][C:2]1[C:7]([C:8]2[CH:9]=[C:10]([NH:14][C:15](=[O:24])[C:16]3[CH:21]=[CH:20][CH:19]=[C:18]([O:22]C)[CH:17]=3)[CH:11]=[N:12][CH:13]=2)=[C:6]([NH:25][C@H:26]([C:28]2[N:33]([C:34]3[CH:39]=[CH:38][CH:37]=[CH:36][CH:35]=3)[C:32](=[O:40])[C:31]3=[C:41]([CH3:44])[CH:42]=[CH:43][N:30]3[N:29]=2)[CH3:27])[N:5]=[CH:4][N:3]=1.B(Br)(Br)Br. (3) Given the product [NH2:14][C:13]1[C:12]2[C:11](=[N:10][C:9]([C:21]3[CH:26]=[CH:25][C:24]([Cl:27])=[CH:23][C:22]=3[Cl:28])=[C:8]([C:5]3[CH:6]=[CH:7][C:2]([Cl:1])=[CH:3][CH:4]=3)[CH:15]=2)[O:16][C:17]=1[C:18](=[O:20])[CH3:19], predict the reactants needed to synthesize it. The reactants are: [Cl:1][C:2]1[CH:7]=[CH:6][C:5]([C:8]2[C:9]([C:21]3[CH:26]=[CH:25][C:24]([Cl:27])=[CH:23][C:22]=3[Cl:28])=[N:10][C:11]([O:16][CH2:17][C:18](=[O:20])[CH3:19])=[C:12]([CH:15]=2)[C:13]#[N:14])=[CH:4][CH:3]=1.[O-]CC.[Na+]. (4) The reactants are: [S:1]1[CH:5]=[C:4]([C:6]([OH:8])=O)[N:3]=[CH:2]1.CN(C(ON1N=NC2C=CC=NC1=2)=[N+](C)C)C.F[P-](F)(F)(F)(F)F.CCN(C(C)C)C(C)C.[NH2:42][C:43]1[S:47][C:46]([C:48]2[S:49][C:50]([C:66]([O:68][CH3:69])=[O:67])=[C:51]([N:53]([C:57]([C@H:59]3[CH2:64][CH2:63][C@H:62]([CH3:65])[CH2:61][CH2:60]3)=[O:58])[CH:54]([CH3:56])[CH3:55])[CH:52]=2)=[CH:45][CH:44]=1. Given the product [CH3:65][C@H:62]1[CH2:63][CH2:64][C@H:59]([C:57]([N:53]([CH:54]([CH3:56])[CH3:55])[C:51]2[CH:52]=[C:48]([C:46]3[S:47][C:43]([NH:42][C:6]([C:4]4[N:3]=[CH:2][S:1][CH:5]=4)=[O:8])=[CH:44][CH:45]=3)[S:49][C:50]=2[C:66]([O:68][CH3:69])=[O:67])=[O:58])[CH2:60][CH2:61]1, predict the reactants needed to synthesize it. (5) Given the product [C:1]([C:3]1[CH:4]=[C:5]([NH:9][C:10]2[C:11]3[CH:19]=[C:18]([NH2:20])[N:17]=[CH:16][C:12]=3[N:13]=[CH:14][N:15]=2)[CH:6]=[CH:7][CH:8]=1)#[CH:2], predict the reactants needed to synthesize it. The reactants are: [C:1]([C:3]1[CH:4]=[C:5]([NH:9][C:10]2[C:11]3[CH:19]=[C:18]([NH:20]CC4C=CC(OC)=CC=4)[N:17]=[CH:16][C:12]=3[N:13]=[CH:14][N:15]=2)[CH:6]=[CH:7][CH:8]=1)#[CH:2].FC(F)(F)C(O)=O.C1(OC)C=CC=CC=1. (6) Given the product [F:33][C:28]1[CH:27]=[C:26]([N:21]2[CH:22]=[CH:23][C:24](=[O:25])[C:19]([CH2:18][C:17]3[CH:34]=[CH:35][CH:36]=[C:15]([C:12]4[N:13]=[CH:14][C:9]([OH:8])=[CH:10][N:11]=4)[CH:16]=3)=[N:20]2)[CH:31]=[CH:30][C:29]=1[F:32], predict the reactants needed to synthesize it. The reactants are: C([O:8][C:9]1[CH:10]=[N:11][C:12]([C:15]2[CH:16]=[C:17]([CH:34]=[CH:35][CH:36]=2)[CH2:18][C:19]2[C:24](=[O:25])[CH:23]=[CH:22][N:21]([C:26]3[CH:31]=[CH:30][C:29]([F:32])=[C:28]([F:33])[CH:27]=3)[N:20]=2)=[N:13][CH:14]=1)C1C=CC=CC=1.B(Br)(Br)Br.CO.